Dataset: Full USPTO retrosynthesis dataset with 1.9M reactions from patents (1976-2016). Task: Predict the reactants needed to synthesize the given product. (1) Given the product [F:1][C:2]1[C:7]([F:8])=[CH:6][CH:5]=[CH:4][C:3]=1[C:9]1[N:17]=[C:12]2[CH:13]=[N:14][N:15]([CH2:19][C:20]3[O:24][N:23]=[C:22]([C:25]4[CH:30]=[CH:29][C:28]([O:31][CH3:32])=[CH:27][C:26]=4[O:33][C:34]([F:37])([F:35])[F:36])[CH:21]=3)[CH:16]=[C:11]2[N:10]=1, predict the reactants needed to synthesize it. The reactants are: [F:1][C:2]1[C:7]([F:8])=[CH:6][CH:5]=[CH:4][C:3]=1[C:9]1[NH:17][C:12]2=[CH:13][N:14]=[N:15][CH:16]=[C:11]2[N:10]=1.Cl[CH2:19][C:20]1[O:24][N:23]=[C:22]([C:25]2[CH:30]=[CH:29][C:28]([O:31][CH3:32])=[CH:27][C:26]=2[O:33][C:34]([F:37])([F:36])[F:35])[CH:21]=1. (2) The reactants are: [Br:1][C:2]1[C:3]2[S:9][CH:8]=[C:7]([CH2:10][CH2:11][CH2:12][CH2:13][CH2:14][CH2:15][CH2:16][CH2:17][CH2:18][CH2:19][CH2:20][CH2:21][CH3:22])[C:4]=2[S:5][CH:6]=1.C([N-][CH:27]([CH3:29])[CH3:28])(C)C.[Li+]. Given the product [Br:1][C:2]1[C:3]2[S:9][CH:8]=[C:7]([CH2:10][CH2:11][CH2:12][CH2:13][CH2:14][CH2:15][CH2:16][CH2:17][CH2:18][CH2:19][CH2:29][CH2:27][CH3:28])[C:4]=2[S:5][C:6]=1[C:6]1[S:5][C:4]2[C:7]([CH2:10][CH2:11][CH2:12][CH2:13][CH2:14][CH2:15][CH2:16][CH2:17][CH2:18][CH2:19][CH2:20][CH2:21][CH3:22])=[CH:8][S:9][C:3]=2[C:2]=1[Br:1], predict the reactants needed to synthesize it. (3) Given the product [C:1]([O:5][C:6](=[O:31])[NH:7][C:8]1[S:9][C:10]2[C:19](=[O:20])[CH2:18][CH2:17][C:16]3[C:12](=[CH:13][N:14]([CH2:21][C:22]4[CH:27]=[CH:26][C:25]([O:28][CH3:29])=[CH:24][CH:23]=4)[N:15]=3)[C:11]=2[N:30]=1)([CH3:4])([CH3:2])[CH3:3], predict the reactants needed to synthesize it. The reactants are: [C:1]([O:5][C:6](=[O:31])[NH:7][C:8]1[S:9][C:10]2[C:19](=[O:20])[CH:18]=[CH:17][C:16]3[C:12](=[CH:13][N:14]([CH2:21][C:22]4[CH:27]=[CH:26][C:25]([O:28][CH3:29])=[CH:24][CH:23]=4)[N:15]=3)[C:11]=2[N:30]=1)([CH3:4])([CH3:3])[CH3:2]. (4) Given the product [Cl:1][C:2]1[N:11]=[CH:10][C:9]2[CH2:8][CH2:7][CH2:6][CH2:5][C:4]=2[N:3]=1, predict the reactants needed to synthesize it. The reactants are: [Cl:1][C:2]1[N:11]=[C:10](Cl)[C:9]2[CH2:8][CH2:7][CH2:6][CH2:5][C:4]=2[N:3]=1.